From a dataset of Catalyst prediction with 721,799 reactions and 888 catalyst types from USPTO. Predict which catalyst facilitates the given reaction. (1) Reactant: Cl[C:2]([O:4][CH3:5])=[O:3].[I:6][C:7]1[CH:12]=[CH:11][C:10]([CH2:13][CH:14]([NH2:16])[CH3:15])=[CH:9][CH:8]=1.N1C=CC=CC=1. Product: [I:6][C:7]1[CH:8]=[CH:9][C:10]([CH2:13][CH:14]([NH:16][C:2](=[O:3])[O:4][CH3:5])[CH3:15])=[CH:11][CH:12]=1. The catalyst class is: 2. (2) Reactant: [CH:1]1([CH2:4][C:5]2([C:17]([N:19]3[CH2:28][CH2:27][C:26]4[N:25]=[CH:24][C:23]([C:29]([F:32])([F:31])[F:30])=[CH:22][C:21]=4[CH2:20]3)=[O:18])[CH2:9][CH2:8][N:7](C(OC(C)(C)C)=O)[CH2:6]2)[CH2:3][CH2:2]1.[C:33]([OH:39])([C:35]([F:38])([F:37])[F:36])=[O:34]. Product: [CH:1]1([CH2:4][C:5]2([C:17]([N:19]3[CH2:28][CH2:27][C:26]4[N:25]=[CH:24][C:23]([C:29]([F:30])([F:31])[F:32])=[CH:22][C:21]=4[CH2:20]3)=[O:18])[CH2:9][CH2:8][NH:7][CH2:6]2)[CH2:3][CH2:2]1.[C:33]([OH:39])([C:35]([F:38])([F:37])[F:36])=[O:34]. The catalyst class is: 2. (3) Reactant: [N:1]1([CH2:6][CH:7]([C:9]2[CH:14]=[CH:13][C:12]([O:15][C:16]([F:19])([F:18])[F:17])=[CH:11][CH:10]=2)[NH2:8])[CH2:5][CH2:4][CH2:3][CH2:2]1.C(N(CC)CC)C.[C:27](O[C:27]([O:29][C:30]([CH3:33])([CH3:32])[CH3:31])=[O:28])([O:29][C:30]([CH3:33])([CH3:32])[CH3:31])=[O:28]. Product: [C:30]([O:29][C:27](=[O:28])[NH:8][CH:7]([C:9]1[CH:14]=[CH:13][C:12]([O:15][C:16]([F:17])([F:18])[F:19])=[CH:11][CH:10]=1)[CH2:6][N:1]1[CH2:5][CH2:4][CH2:3][CH2:2]1)([CH3:33])([CH3:32])[CH3:31]. The catalyst class is: 5. (4) Reactant: [CH3:1][C:2]([CH3:32])([CH3:31])[C:3](=[O:30])[CH2:4][O:5][C:6]1[CH:11]=[CH:10][C:9]([C:12]([C:17]2[O:18][C:19]3[CH:25]=[CH:24][C:23]([C:26]([OH:28])=O)=[CH:22][C:20]=3[N:21]=2)([CH2:15][CH3:16])[CH2:13][CH3:14])=[CH:8][C:7]=1[CH3:29].C(Cl)CCl.[NH4+:37]. Product: [CH3:32][C:2]([CH3:1])([CH3:31])[C:3](=[O:30])[CH2:4][O:5][C:6]1[CH:11]=[CH:10][C:9]([C:12]([C:17]2[O:18][C:19]3[CH:25]=[CH:24][C:23]([C:26]([NH2:37])=[O:28])=[CH:22][C:20]=3[N:21]=2)([CH2:15][CH3:16])[CH2:13][CH3:14])=[CH:8][C:7]=1[CH3:29]. The catalyst class is: 142. (5) Reactant: C([O:8][C:9]1[CH:14]=[CH:13][C:12]([N:15]2[CH2:20][CH2:19][CH:18]([O:21][C:22]3[CH:27]=[CH:26][C:25]([O:28][C:29]([F:32])([F:31])[F:30])=[CH:24][CH:23]=3)[CH2:17][CH2:16]2)=[CH:11][CH:10]=1)C1C=CC=CC=1.[H][H]. Product: [OH:8][C:9]1[CH:10]=[CH:11][C:12]([N:15]2[CH2:16][CH2:17][CH:18]([O:21][C:22]3[CH:27]=[CH:26][C:25]([O:28][C:29]([F:32])([F:30])[F:31])=[CH:24][CH:23]=3)[CH2:19][CH2:20]2)=[CH:13][CH:14]=1. The catalyst class is: 63. (6) Reactant: [C:1]([O:9][C@@H:10]1[C:14]([CH2:21][O:22][S:23]([CH3:26])(=[O:25])=[O:24])([CH2:15][O:16][S:17]([CH3:20])(=[O:19])=[O:18])[O:13][C@@H:12]([N:27]2[CH:35]=[C:33]([CH3:34])[C:31](=[O:32])[NH:30][C:28]2=[O:29])[C@H:11]1[OH:36])(=[O:8])[C:2]1[CH:7]=[CH:6][CH:5]=[CH:4][CH:3]=1.N1C=CC=CC=1.[F:43][C:44]([F:57])([F:56])[S:45](O[S:45]([C:44]([F:57])([F:56])[F:43])(=[O:47])=[O:46])(=[O:47])=[O:46]. Product: [C:1]([O:9][C@@H:10]1[C:14]([CH2:15][O:16][S:17]([CH3:20])(=[O:19])=[O:18])([CH2:21][O:22][S:23]([CH3:26])(=[O:24])=[O:25])[O:13][C@@H:12]([N:27]2[CH:35]=[C:33]([CH3:34])[C:31](=[O:32])[NH:30][C:28]2=[O:29])[C@H:11]1[O:36][S:45]([C:44]([F:57])([F:56])[F:43])(=[O:47])=[O:46])(=[O:8])[C:2]1[CH:3]=[CH:4][CH:5]=[CH:6][CH:7]=1. The catalyst class is: 154.